From a dataset of KCNQ2 potassium channel screen with 302,405 compounds. Binary Classification. Given a drug SMILES string, predict its activity (active/inactive) in a high-throughput screening assay against a specified biological target. The molecule is s1c(c(nc1C)C(N(Cc1n2c(nc1C(=O)N1CCCCC1)c(ccc2)C)C)C)C. The result is 0 (inactive).